The task is: Predict the product of the given reaction.. This data is from Forward reaction prediction with 1.9M reactions from USPTO patents (1976-2016). Given the reactants [F:1][C:2]([F:12])([F:11])[C:3]1[CH:4]=[C:5]([CH:8]=[CH:9][CH:10]=1)[CH:6]=O.[OH-:13].[Na+].[NH2:15]O.Cl, predict the reaction product. The product is: [F:1][C:2]([F:12])([F:11])[C:3]1[CH:4]=[C:5]([CH:8]=[CH:9][CH:10]=1)[CH:6]=[N:15][OH:13].